From a dataset of Full USPTO retrosynthesis dataset with 1.9M reactions from patents (1976-2016). Predict the reactants needed to synthesize the given product. (1) Given the product [Br:13][C:14]1[CH:21]=[CH:20][C:19]([O:22][C:2]2[CH:9]=[C:8]([O:10][CH2:11][CH3:12])[C:5]([C:6]#[N:7])=[CH:4][N:3]=2)=[CH:18][C:15]=1[CH:16]=[O:17], predict the reactants needed to synthesize it. The reactants are: Cl[C:2]1[CH:9]=[C:8]([O:10][CH2:11][CH3:12])[C:5]([C:6]#[N:7])=[CH:4][N:3]=1.[Br:13][C:14]1[CH:21]=[CH:20][C:19]([OH:22])=[CH:18][C:15]=1[CH:16]=[O:17].C([O-])([O-])=O.[K+].[K+]. (2) Given the product [N:31]1([C:28]2[CH:29]=[CH:30][C:25]([CH2:24][N:13]3[C:14]4[C:15](=[N:16][CH:17]=[CH:18][CH:19]=4)[C:11]([C:9]([NH:8][C@@H:3]4[CH2:4][CH2:5][CH2:6][CH2:7][C@H:2]4[OH:1])=[O:10])=[CH:12]3)=[CH:26][CH:27]=2)[CH:35]=[CH:34][CH:33]=[N:32]1, predict the reactants needed to synthesize it. The reactants are: [OH:1][C@@H:2]1[CH2:7][CH2:6][CH2:5][CH2:4][C@H:3]1[NH:8][C:9]([C:11]1[C:15]2=[N:16][CH:17]=[CH:18][CH:19]=[C:14]2[NH:13][CH:12]=1)=[O:10].[OH-].[K+].O.Br[CH2:24][C:25]1[CH:30]=[CH:29][C:28]([N:31]2[CH:35]=[CH:34][CH:33]=[N:32]2)=[CH:27][CH:26]=1. (3) Given the product [F:1][C:2]1[CH:14]=[CH:13][C:5]2[S:6][C:7]([S:16]([Cl:15])(=[O:18])=[O:17])=[C:8]([CH2:9][CH:10]([CH3:11])[CH3:12])[C:4]=2[CH:3]=1, predict the reactants needed to synthesize it. The reactants are: [F:1][C:2]1[CH:14]=[CH:13][C:5]2[S:6][CH:7]=[C:8]([CH2:9][CH:10]([CH3:12])[CH3:11])[C:4]=2[CH:3]=1.[Cl:15][S:16](O)(=[O:18])=[O:17]. (4) Given the product [C:1]([O:4][C:5]1[CH:10]=[CH:9][C:8]([Cl:11])=[C:7]([CH2:12][Br:13])[CH:6]=1)(=[O:3])[CH3:2], predict the reactants needed to synthesize it. The reactants are: [C:1]([O:4][C:5]1[CH:10]=[CH:9][C:8]([Cl:11])=[C:7]([CH3:12])[CH:6]=1)(=[O:3])[CH3:2].[Br:13]N1C(=O)CCC1=O.N(C(C)(C)C#N)=NC(C)(C)C#N.O. (5) Given the product [CH3:1][C:2]1([CH3:18])[CH2:11][CH2:10][C:5](=[O:6])[C:4]([C:12]2[N:16]([CH3:17])[N:15]=[CH:14][CH:13]=2)=[CH:3]1, predict the reactants needed to synthesize it. The reactants are: [CH3:1][C:2]1([CH3:18])[CH2:11][CH2:10][C:5]2(OCC[O:6]2)[C:4]([C:12]2[N:16]([CH3:17])[N:15]=[CH:14][CH:13]=2)=[CH:3]1.Cl.[OH-].[Na+]. (6) Given the product [C:28]([CH2:31][NH:32][CH2:33][CH:34]([O:41][C:22](=[O:26])[CH3:23])[CH2:35][NH:36][CH2:37][C:18]([C:15]1([C:12]2[CH:13]=[CH:14][C:9]([C:4]3[CH:5]=[CH:6][C:7]([Cl:8])=[C:2]([Cl:1])[CH:3]=3)=[C:10]([F:21])[CH:11]=2)[CH2:17][CH2:16]1)=[O:20])(=[O:30])[CH3:29], predict the reactants needed to synthesize it. The reactants are: [Cl:1][C:2]1[CH:3]=[C:4]([C:9]2[CH:14]=[CH:13][C:12]([C:15]3([C:18]([OH:20])=O)[CH2:17][CH2:16]3)=[CH:11][C:10]=2[F:21])[CH:5]=[CH:6][C:7]=1[Cl:8].[C:22](Cl)(=[O:26])[C:23](Cl)=O.[C:28]([CH2:31][NH:32][CH2:33][CH:34]([OH:41])[CH2:35][N:36](C)[C:37](=O)C)(=[O:30])[CH3:29].C(N(CC)CC)C. (7) Given the product [CH:28]([C:2]1[CH:3]=[C:4]([O:18][S:19]([C:22]2[CH:27]=[CH:26][CH:25]=[CH:24][CH:23]=2)(=[O:21])=[O:20])[CH:5]=[C:6]2[C:10]=1[NH:9][CH:8]=[C:7]2[CH:11]1[CH2:12][CH2:13][N:14]([CH3:17])[CH2:15][CH2:16]1)=[CH2:29], predict the reactants needed to synthesize it. The reactants are: Br[C:2]1[CH:3]=[C:4]([O:18][S:19]([C:22]2[CH:27]=[CH:26][CH:25]=[CH:24][CH:23]=2)(=[O:21])=[O:20])[CH:5]=[C:6]2[C:10]=1[NH:9][CH:8]=[C:7]2[C:11]1[CH:16]=[CH:15][N:14]([CH3:17])[CH2:13][CH:12]=1.[CH:28]([Sn](CCCC)(CCCC)CCCC)=[CH2:29].C(OCC)(=O)C. (8) Given the product [Br:1][CH2:2][CH2:3][O:4][Si:9]([C:6]([CH3:8])([CH3:7])[CH3:5])([CH3:11])[CH3:10], predict the reactants needed to synthesize it. The reactants are: [Br:1][CH2:2][CH2:3][OH:4].[CH3:5][C:6]([Si:9](Cl)([CH3:11])[CH3:10])([CH3:8])[CH3:7].N1C=CN=C1.